From a dataset of Forward reaction prediction with 1.9M reactions from USPTO patents (1976-2016). Predict the product of the given reaction. (1) Given the reactants [CH3:1][C:2]1[O:3][CH:4]=[C:5]([C:7]2[CH:12]=[CH:11][C:10]([N+:13]([O-])=O)=[CH:9][CH:8]=2)[N:6]=1.O.O.Cl[Sn]Cl.CCO.[OH-].[K+], predict the reaction product. The product is: [CH3:1][C:2]1[O:3][CH:4]=[C:5]([C:7]2[CH:12]=[CH:11][C:10]([NH2:13])=[CH:9][CH:8]=2)[N:6]=1. (2) The product is: [NH:27]1[CH:26]=[C:25]([C:2]2[CH:7]=[C:6]([O:8][C:9]3[CH:14]=[CH:13][C:12]([NH2:15])=[C:11]([F:16])[CH:10]=3)[CH:5]=[CH:4][N:3]=2)[CH:29]=[N:28]1. Given the reactants Cl[C:2]1[CH:7]=[C:6]([O:8][C:9]2[CH:14]=[CH:13][C:12]([NH2:15])=[C:11]([F:16])[CH:10]=2)[CH:5]=[CH:4][N:3]=1.CC1(C)C(C)(C)OB([C:25]2[CH:26]=[N:27][NH:28][CH:29]=2)O1.C([O-])([O-])=O.[Cs+].[Cs+], predict the reaction product. (3) Given the reactants [CH:1]1[CH:2]=[C:3]([C:29]([F:32])([F:31])[F:30])[CH:4]=[C:5]([O:7][CH2:8][CH:9]([OH:28])/[CH:10]=[CH:11]/[CH:12]2[CH:16]([CH2:17]/[CH:18]=[CH:19]\[CH2:20][CH2:21][CH2:22][C:23]([OH:25])=[O:24])[CH:15]([OH:26])[CH2:14][CH:13]2[OH:27])[CH:6]=1.[CH3:33]O, predict the reaction product. The product is: [OH:27][C@@H:13]1[CH2:14][C@H:15]([OH:26])[C@H:16]([CH2:17]/[CH:18]=[CH:19]\[CH2:20][CH2:21][CH2:22][C:23]([O:25][CH3:33])=[O:24])[C@H:12]1/[CH:11]=[CH:10]/[C@@H:9]([OH:28])[CH2:8][O:7][C:5]1[CH:6]=[CH:1][CH:2]=[C:3]([C:29]([F:31])([F:30])[F:32])[CH:4]=1. (4) Given the reactants C[C:2]([S:7][C:8]1[S:12][C:11]([NH:13][C:14]([N:16]([C@H:25]2[CH2:30][CH2:29][C@H:28]([CH3:31])[CH2:27][CH2:26]2)[CH2:17][CH2:18][C:19]2C=CC=CC=2)=[O:15])=[N:10][CH:9]=1)(C)[C:3]([OH:5])=[O:4].BrCCC#[N:36], predict the reaction product. The product is: [C:19]([CH2:18][CH2:17][N:16]([C@H:25]1[CH2:30][CH2:29][C@H:28]([CH3:31])[CH2:27][CH2:26]1)[C:14](=[O:15])[NH:13][C:11]1[S:12][C:8]([S:7][CH2:2][C:3]([OH:5])=[O:4])=[CH:9][N:10]=1)#[N:36]. (5) Given the reactants [Cl:1][C:2]1[CH:3]=[C:4]([N:18]2[C:23](=[O:24])[NH:22][C:21](=[O:25])[CH:20]=[N:19]2)[CH:5]=[C:6]([Cl:17])[C:7]=1[CH:8]([C:10]1[CH:15]=[CH:14][C:13]([Cl:16])=[CH:12][CH:11]=1)O.[C:26]1([C:32]2[O:36][C:35](=[S:37])[NH:34][N:33]=2)[CH:31]=[CH:30][CH:29]=[CH:28][CH:27]=1, predict the reaction product. The product is: [Cl:1][C:2]1[CH:3]=[C:4]([N:18]2[C:23](=[O:24])[NH:22][C:21](=[O:25])[CH:20]=[N:19]2)[CH:5]=[C:6]([Cl:17])[C:7]=1[CH:8]([C:10]1[CH:15]=[CH:14][C:13]([Cl:16])=[CH:12][CH:11]=1)[S:37][C:35]1[O:36][C:32]([C:26]2[CH:31]=[CH:30][CH:29]=[CH:28][CH:27]=2)=[N:33][N:34]=1. (6) Given the reactants Cl[C:2]1[N:7]=[C:6]([NH:8][C@H:9]([CH2:12][CH3:13])[CH2:10][OH:11])[C:5]([C:14]2[S:15][CH:16]=[CH:17][CH:18]=2)=[CH:4][N:3]=1.[NH2:19][C:20]1[CH:25]=[CH:24][C:23]([S:26]([C:34]2[CH:39]=[CH:38]C=CC=2)(=[N:28][C:29]([O:31][CH2:32][CH3:33])=[O:30])=[O:27])=[CH:22][CH:21]=1, predict the reaction product. The product is: [CH2:32]([O:31][C:29]([N:28]=[S:26]([C:23]1[CH:22]=[CH:21][C:20]([NH:19][C:2]2[N:7]=[C:6]([NH:8][C@@H:9]([CH2:10][OH:11])[CH2:12][CH3:13])[C:5]([C:14]3[S:15][CH:16]=[CH:17][CH:18]=3)=[CH:4][N:3]=2)=[CH:25][CH:24]=1)([CH:34]1[CH2:39][CH2:38]1)=[O:27])=[O:30])[CH3:33]. (7) Given the reactants [C:1]([O:5][C:6]([N:8]1[CH2:13][CH2:12][N:11]([C:14]2[CH:15]=[CH:16][C:17]3[N:18]([C:20](I)=[CH:21][N:22]=3)[N:19]=2)[CH2:10][CH2:9]1)=[O:7])([CH3:4])([CH3:3])[CH3:2].[C:24]1(B(O)O)[CH:29]=[CH:28][CH:27]=[CH:26][CH:25]=1, predict the reaction product. The product is: [C:1]([O:5][C:6]([N:8]1[CH2:13][CH2:12][N:11]([C:14]2[CH:15]=[CH:16][C:17]3[N:18]([C:20]([C:24]4[CH:29]=[CH:28][CH:27]=[CH:26][CH:25]=4)=[CH:21][N:22]=3)[N:19]=2)[CH2:10][CH2:9]1)=[O:7])([CH3:4])([CH3:3])[CH3:2]. (8) Given the reactants [Br:1][C:2]1[CH:9]=[CH:8][C:7]([C:10]([F:13])([F:12])[F:11])=[CH:6][C:3]=1[CH:4]=[O:5].BrC1C=CC(F)=CC=1[CH2:22][O:23][CH2:24]OC, predict the reaction product. The product is: [Br:1][C:2]1[CH:9]=[CH:8][C:7]([C:10]([F:11])([F:12])[F:13])=[CH:6][C:3]=1[CH2:4][O:5][CH2:22][O:23][CH3:24]. (9) Given the reactants [Br:1][C:2]1[CH:10]=[C:9]2[C:5]([CH2:6][C:7](=[O:11])[NH:8]2)=[CH:4][CH:3]=1.[CH3:12][O:13][C:14](=[O:30])[C:15]([O:20][C:21]1[CH:26]=[CH:25][C:24]([Cl:27])=[CH:23][C:22]=1[CH:28]=O)([CH2:18][CH3:19])[CH2:16][CH3:17].N1CCCC1, predict the reaction product. The product is: [CH3:12][O:13][C:14](=[O:30])[C:15]([O:20][C:21]1[CH:26]=[CH:25][C:24]([Cl:27])=[CH:23][C:22]=1/[CH:28]=[C:6]1/[C:7](=[O:11])[NH:8][C:9]2[C:5]/1=[CH:4][CH:3]=[C:2]([Br:1])[CH:10]=2)([CH2:16][CH3:17])[CH2:18][CH3:19].